This data is from Catalyst prediction with 721,799 reactions and 888 catalyst types from USPTO. The task is: Predict which catalyst facilitates the given reaction. (1) Reactant: Br[C:2]1[N:7]=[CH:6][C:5]([C@@H:8]2[CH2:10][C@H:9]2[NH:11][C:12](=[O:18])[O:13][C:14]([CH3:17])([CH3:16])[CH3:15])=[CH:4][CH:3]=1.[NH2:19][C:20]1[CH:21]=[C:22]([CH:25]=[CH:26][CH:27]=1)[C:23]#[N:24].CC(C)([O-])C.[Na+].C1(P(C2C=CC=CC=2)C2C3OC4C(=CC=CC=4P(C4C=CC=CC=4)C4C=CC=CC=4)C(C)(C)C=3C=CC=2)C=CC=CC=1. Product: [C:23]([C:22]1[CH:21]=[C:20]([NH:19][C:2]2[N:7]=[CH:6][C:5]([C@@H:8]3[CH2:10][C@H:9]3[NH:11][C:12](=[O:18])[O:13][C:14]([CH3:17])([CH3:16])[CH3:15])=[CH:4][CH:3]=2)[CH:27]=[CH:26][CH:25]=1)#[N:24]. The catalyst class is: 62. (2) Reactant: [CH3:1][O:2][C:3](=[O:15])[C@@H:4]([OH:14])[C@@H:5]([CH2:10][CH:11]=[CH:12][CH3:13])[C:6]([O:8][CH3:9])=[O:7]. Product: [CH3:1][O:2][C:3](=[O:15])[C@@H:4]([OH:14])[C@@H:5]([CH2:10][CH2:11][CH2:12][CH3:13])[C:6]([O:8][CH3:9])=[O:7]. The catalyst class is: 78. (3) Reactant: [CH3:1][CH:2]1[CH2:7][CH2:6][CH2:5][CH2:4][N:3]1[C:8]1[C:9](=[O:22])[NH:10][C:11]2[C:16]([N:17]=1)=[CH:15][C:14]([C:18]([O:20][CH3:21])=[O:19])=[CH:13][CH:12]=2.N1C=CC=CC=1.[O:29](S(C(F)(F)F)(=O)=O)[S:30]([C:33]([F:36])([F:35])[F:34])(=O)=[O:31]. Product: [CH3:1][CH:2]1[CH2:7][CH2:6][CH2:5][CH2:4][N:3]1[C:8]1[C:9]([O:22][S:30]([C:33]([F:36])([F:35])[F:34])(=[O:31])=[O:29])=[N:10][C:11]2[C:16]([N:17]=1)=[CH:15][C:14]([C:18]([O:20][CH3:21])=[O:19])=[CH:13][CH:12]=2. The catalyst class is: 4. (4) Reactant: [CH3:1][CH:2]1[CH2:6][CH2:5][CH2:4][N:3]1[CH2:7][CH:8]1[CH2:13][CH2:12][N:11]([C:14](=[C:17]([C:20]#[N:21])[C:18]#[N:19])SC)[CH2:10][CH2:9]1.[NH2:22][CH:23]1[CH2:28][CH2:27][N:26]([CH2:29][C:30]2[CH:35]=[CH:34][CH:33]=[CH:32][CH:31]=2)[CH2:25][CH2:24]1.C(OC(C)C)(C)C. Product: [CH2:29]([N:26]1[CH2:27][CH2:28][CH:23]([NH:22][C:14](=[C:17]([C:20]#[N:21])[C:18]#[N:19])[N:11]2[CH2:12][CH2:13][CH:8]([CH2:7][N:3]3[CH2:4][CH2:5][CH2:6][CH:2]3[CH3:1])[CH2:9][CH2:10]2)[CH2:24][CH2:25]1)[C:30]1[CH:31]=[CH:32][CH:33]=[CH:34][CH:35]=1. The catalyst class is: 81. (5) Reactant: [CH3:1][O:2][C:3]([C:5]1[CH:6]=[C:7]2[C:11](=[CH:12][CH:13]=1)[NH:10][CH2:9][CH2:8]2)=[O:4].[C:14]1([S:20](Cl)(=[O:22])=[O:21])[CH:19]=[CH:18][CH:17]=[CH:16][CH:15]=1. Product: [CH3:1][O:2][C:3]([C:5]1[CH:6]=[C:7]2[C:11](=[CH:12][CH:13]=1)[N:10]([S:20]([C:14]1[CH:19]=[CH:18][CH:17]=[CH:16][CH:15]=1)(=[O:22])=[O:21])[CH2:9][CH2:8]2)=[O:4]. The catalyst class is: 17.